Task: Predict the reactants needed to synthesize the given product.. Dataset: Full USPTO retrosynthesis dataset with 1.9M reactions from patents (1976-2016) Given the product [Br:18][C:19]1[CH:20]=[C:21]([CH2:25][C:26]([NH:17]/[N:16]=[C:7]2\[NH:8][C:9](=[O:15])[C:10]3[NH:11][CH:12]=[N:13][C:14]=3[N:6]\2[CH2:1][CH2:2][CH2:3][CH2:4][CH3:5])=[O:27])[CH:22]=[CH:23][CH:24]=1, predict the reactants needed to synthesize it. The reactants are: [CH2:1]([N:6]1[C:14]2[N:13]=[CH:12][NH:11][C:10]=2[C:9](=[O:15])[NH:8]/[C:7]/1=[N:16]\[NH2:17])[CH2:2][CH2:3][CH2:4][CH3:5].[Br:18][C:19]1[CH:20]=[C:21]([CH2:25][C:26](O)=[O:27])[CH:22]=[CH:23][CH:24]=1.F[P-](F)(F)(F)(F)F.N1(O[P+](N(C)C)(N(C)C)N(C)C)C2C=CC=CC=2N=N1.C(N(CC)CC)C.